From a dataset of Forward reaction prediction with 1.9M reactions from USPTO patents (1976-2016). Predict the product of the given reaction. (1) Given the reactants [Cl:1][C:2]1[CH:7]=[CH:6][CH:5]=[C:4]([Cl:8])[C:3]=1[CH2:9][S:10]([C:13]1[CH:14]=[C:15]2[C:19](=[CH:20][CH:21]=1)[NH:18][C:17](=[O:22])/[C:16]/2=[CH:23]\[C:24]1[NH:25][C:26]([CH3:32])=[CH:27][C:28]=1[C:29]([OH:31])=O)(=[O:12])=[O:11].[N:33]1([CH2:38][CH2:39][NH2:40])[CH2:37][CH2:36][CH2:35][CH2:34]1, predict the reaction product. The product is: [N:33]1([CH2:38][CH2:39][NH:40][C:29]([C:28]2[CH:27]=[C:26]([CH3:32])[NH:25][C:24]=2/[CH:23]=[C:16]2\[C:17](=[O:22])[NH:18][C:19]3[C:15]\2=[CH:14][C:13]([S:10]([CH2:9][C:3]2[C:4]([Cl:8])=[CH:5][CH:6]=[CH:7][C:2]=2[Cl:1])(=[O:12])=[O:11])=[CH:21][CH:20]=3)=[O:31])[CH2:37][CH2:36][CH2:35][CH2:34]1. (2) Given the reactants [NH:1]1[CH2:5][CH2:4][CH:3]([NH:6][C:7](=[O:9])[CH3:8])[CH2:2]1.F[C:11]1[CH:16]=CC([N+]([O-])=O)=[CH:13][CH:12]=1.[H][H].NC1C=CC=CC=1.[CH:29]1N=C[N:31]([C:34]([N:36]2C=N[CH:38]=[CH:37]2)=[O:35])[CH:30]=1.[CH:41]1([O:46][C:47]2[CH:53]=[CH:52]C(N)=C[CH:48]=2)[CH2:45][CH2:44][CH2:43][CH2:42]1, predict the reaction product. The product is: [CH:41]1([O:46][C:47]2[CH:48]=[CH:38][C:37]([NH:36][C:34](=[O:35])[NH:31][C:30]3[CH:29]=[CH:13][C:12]([N:1]4[CH2:5][CH2:4][CH:3]([NH:6][C:7](=[O:9])[CH3:8])[CH2:2]4)=[CH:11][CH:16]=3)=[CH:52][CH:53]=2)[CH2:42][CH2:43][CH2:44][CH2:45]1.